The task is: Predict which catalyst facilitates the given reaction.. This data is from Catalyst prediction with 721,799 reactions and 888 catalyst types from USPTO. Reactant: [Br:1][C:2]1[CH:3]=[CH:4][CH:5]=[C:6]2[C:11]=1[CH:10]=[N:9][CH:8]=[CH:7]2.[OH:12]O. The catalyst class is: 15. Product: [Br:1][C:2]1[CH:3]=[CH:4][CH:5]=[C:6]2[C:11]=1[CH:10]=[N+:9]([O-:12])[CH:8]=[CH:7]2.